This data is from NCI-60 drug combinations with 297,098 pairs across 59 cell lines. The task is: Regression. Given two drug SMILES strings and cell line genomic features, predict the synergy score measuring deviation from expected non-interaction effect. Drug 1: C(=O)(N)NO. Drug 2: COC1=NC(=NC2=C1N=CN2C3C(C(C(O3)CO)O)O)N. Cell line: COLO 205. Synergy scores: CSS=0.377, Synergy_ZIP=0.871, Synergy_Bliss=2.65, Synergy_Loewe=-3.56, Synergy_HSA=-1.66.